From a dataset of Peptide-MHC class II binding affinity with 134,281 pairs from IEDB. Regression. Given a peptide amino acid sequence and an MHC pseudo amino acid sequence, predict their binding affinity value. This is MHC class II binding data. (1) The peptide sequence is IVVGRGEQQINHHWHK. The MHC is DRB1_1101 with pseudo-sequence DRB1_1101. The binding affinity (normalized) is 0.0741. (2) The peptide sequence is TKPSLFKVRNGGEIG. The MHC is DRB5_0101 with pseudo-sequence DRB5_0101. The binding affinity (normalized) is 0.603. (3) The peptide sequence is AQIYQAVSAQAAAIH. The MHC is HLA-DQA10102-DQB10602 with pseudo-sequence HLA-DQA10102-DQB10602. The binding affinity (normalized) is 0.650. (4) The peptide sequence is GYKVLVLNPSVAAT. The MHC is HLA-DQA10501-DQB10301 with pseudo-sequence HLA-DQA10501-DQB10301. The binding affinity (normalized) is 0.297. (5) The peptide sequence is CSPSRLPGPSDTPILPQ. The MHC is DRB1_0101 with pseudo-sequence DRB1_0101. The binding affinity (normalized) is 0. (6) The peptide sequence is LECQVQTAVDFGNSY. The MHC is DRB1_1101 with pseudo-sequence DRB1_1101. The binding affinity (normalized) is 0.460. (7) The peptide sequence is KISGEWYSIFLASDVK. The MHC is DRB1_1501 with pseudo-sequence DRB1_1501. The binding affinity (normalized) is 0.702.